From a dataset of Full USPTO retrosynthesis dataset with 1.9M reactions from patents (1976-2016). Predict the reactants needed to synthesize the given product. (1) Given the product [O:8]1[CH2:12][CH2:13][CH2:14][O:15][CH:7]1[C:6]1[CH:9]=[CH:10][C:3]([C:1]#[N:2])=[CH:4][C:5]=1[F:11], predict the reactants needed to synthesize it. The reactants are: [C:1]([C:3]1[CH:10]=[CH:9][C:6]([CH:7]=[O:8])=[C:5]([F:11])[CH:4]=1)#[N:2].[CH2:12](O)[CH2:13][CH2:14][OH:15].O.C1(C)C=CC(S(O)(=O)=O)=CC=1.O. (2) Given the product [C:1]1([CH3:11])[CH:6]=[CH:5][C:4]([S:7]([CH:13]([CH2:14][NH:15][CH2:16][CH2:17][NH2:18])[N:12]([S:7]([C:4]2[CH:5]=[CH:6][C:1]([CH3:11])=[CH:2][CH:3]=2)(=[O:9])=[O:8])[S:7]([C:4]2[CH:5]=[CH:6][C:1]([CH3:11])=[CH:2][CH:3]=2)(=[O:8])=[O:19])(=[O:9])=[O:8])=[CH:3][CH:2]=1, predict the reactants needed to synthesize it. The reactants are: [C:1]1([CH3:11])[CH:6]=[CH:5][C:4]([S:7](Cl)(=[O:9])=[O:8])=[CH:3][CH:2]=1.[NH2:12][CH2:13][CH2:14][NH:15][CH2:16][CH2:17][NH2:18].[OH2:19]. (3) Given the product [F:27][C:4]([F:3])([F:26])[C:5]1[CH:6]=[CH:7][C:8]([O:11][C:12]2[CH:13]=[C:14]3[C:19](=[CH:20][CH:21]=2)[N:18]=[C:17]([C:22]([OH:24])=[O:23])[CH:16]=[CH:15]3)=[N:9][CH:10]=1, predict the reactants needed to synthesize it. The reactants are: [OH-].[Li+].[F:3][C:4]([F:27])([F:26])[C:5]1[CH:6]=[CH:7][C:8]([O:11][C:12]2[CH:13]=[C:14]3[C:19](=[CH:20][CH:21]=2)[N:18]=[C:17]([C:22]([O:24]C)=[O:23])[CH:16]=[CH:15]3)=[N:9][CH:10]=1.O1CCCC1.Cl. (4) Given the product [CH:2]([S:15][CH2:16][C:17]([O:19][CH2:20][CH3:21])=[O:18])([C:9]1[CH:14]=[CH:13][CH:12]=[CH:11][CH:10]=1)[C:3]1[CH:8]=[CH:7][CH:6]=[CH:5][CH:4]=1, predict the reactants needed to synthesize it. The reactants are: Cl[CH:2]([C:9]1[CH:14]=[CH:13][CH:12]=[CH:11][CH:10]=1)[C:3]1[CH:8]=[CH:7][CH:6]=[CH:5][CH:4]=1.[SH:15][CH2:16][C:17]([O:19][CH2:20][CH3:21])=[O:18].